This data is from Catalyst prediction with 721,799 reactions and 888 catalyst types from USPTO. The task is: Predict which catalyst facilitates the given reaction. (1) Reactant: [Cl:1][C:2]1[CH:10]=[C:9]2[C:5]([C:6]([CH2:18][C:19]3[CH:24]=[CH:23][CH:22]=[C:21]([Cl:25])[CH:20]=3)([CH:12]3[CH2:17][CH2:16][CH2:15][NH:14][CH2:13]3)[C:7](=[O:11])[NH:8]2)=[CH:4][CH:3]=1.C(N(CC)CC)C.[N:33]([C:36]1[CH:41]=[CH:40][C:39]([C:42](=[O:44])[CH3:43])=[CH:38][CH:37]=1)=[C:34]=[O:35]. Product: [C:42]([C:39]1[CH:40]=[CH:41][C:36]([NH:33][C:34]([N:14]2[CH2:15][CH2:16][CH2:17][CH:12]([C:6]3([CH2:18][C:19]4[CH:24]=[CH:23][CH:22]=[C:21]([Cl:25])[CH:20]=4)[C:5]4[C:9](=[CH:10][C:2]([Cl:1])=[CH:3][CH:4]=4)[NH:8][C:7]3=[O:11])[CH2:13]2)=[O:35])=[CH:37][CH:38]=1)(=[O:44])[CH3:43]. The catalyst class is: 4. (2) Reactant: [C:1]1([CH:7]([C:57]2[CH:62]=[CH:61][CH:60]=[CH:59][CH:58]=2)[CH2:8][NH:9][C:10]2[N:18]=[C:17]([C:19]([NH:21][CH2:22][CH2:23][NH:24][C:25]([NH:27][CH2:28][C:29]3[CH:44]=[CH:43][C:32]([C:33]([O:35]CC4C=CC=CC=4)=[O:34])=[CH:31][CH:30]=3)=[O:26])=[O:20])[N:16]=[C:15]3[C:11]=2[N:12]=[CH:13][N:14]3[C@H:45]2[C@H:49]([OH:50])[C@H:48]([OH:51])[C@@H:47]([C:52]([NH:54][CH2:55][CH3:56])=[O:53])[O:46]2)[CH:6]=[CH:5][CH:4]=[CH:3][CH:2]=1. Product: [C:57]1([CH:7]([C:1]2[CH:2]=[CH:3][CH:4]=[CH:5][CH:6]=2)[CH2:8][NH:9][C:10]2[N:18]=[C:17]([C:19]([NH:21][CH2:22][CH2:23][NH:24][C:25]([NH:27][CH2:28][C:29]3[CH:44]=[CH:43][C:32]([C:33]([OH:35])=[O:34])=[CH:31][CH:30]=3)=[O:26])=[O:20])[N:16]=[C:15]3[C:11]=2[N:12]=[CH:13][N:14]3[C@H:45]2[C@H:49]([OH:50])[C@H:48]([OH:51])[C@@H:47]([C:52]([NH:54][CH2:55][CH3:56])=[O:53])[O:46]2)[CH:58]=[CH:59][CH:60]=[CH:61][CH:62]=1. The catalyst class is: 29. (3) Reactant: [C:1]([N:4]1[C:13]2[C:8](=[CH:9][C:10]([C:14]3[CH:19]=[CH:18][C:17]([CH:20]=O)=[CH:16][CH:15]=3)=[CH:11][CH:12]=2)[C@H:7]([NH:22][C:23](=[O:28])[O:24][CH:25]([CH3:27])[CH3:26])[CH2:6][C@@H:5]1[CH3:29])(=[O:3])[CH3:2].[NH2:30][CH:31]1[CH2:36][CH2:35][N:34]([C:37]([O:39][C:40]([CH3:43])([CH3:42])[CH3:41])=[O:38])[CH2:33][CH2:32]1.C(O[BH-](OC(=O)C)OC(=O)C)(=O)C.[Na+].[NH4+].[Cl-]. Product: [C:1]([N:4]1[C:13]2[C:8](=[CH:9][C:10]([C:14]3[CH:19]=[CH:18][C:17]([CH2:20][NH:30][CH:31]4[CH2:32][CH2:33][N:34]([C:37]([O:39][C:40]([CH3:43])([CH3:42])[CH3:41])=[O:38])[CH2:35][CH2:36]4)=[CH:16][CH:15]=3)=[CH:11][CH:12]=2)[C@H:7]([NH:22][C:23]([O:24][CH:25]([CH3:27])[CH3:26])=[O:28])[CH2:6][C@@H:5]1[CH3:29])(=[O:3])[CH3:2]. The catalyst class is: 46. (4) Reactant: C([O:4][C@H:5]([CH2:11][C:12]1[CH:17]=[CH:16][CH:15]=[CH:14][C:13]=1[O:18][CH:19]1[CH2:24][CH2:23][CH2:22][CH2:21][O:20]1)[C:6]([O:8][CH2:9][CH3:10])=[O:7])(=O)C.[O-]CC.[Na+]. Product: [OH:4][C@H:5]([CH2:11][C:12]1[CH:17]=[CH:16][CH:15]=[CH:14][C:13]=1[O:18][CH:19]1[CH2:24][CH2:23][CH2:22][CH2:21][O:20]1)[C:6]([O:8][CH2:9][CH3:10])=[O:7]. The catalyst class is: 8. (5) Product: [Cl:19][C:15]1[C:14]2[C:9](=[CH:10][CH:11]=[CH:12][CH:13]=2)[NH:8][C:7](=[O:3])[C:16]=1[C:17]#[N:18]. Reactant: C([O-])(=[O:3])C.[NH4+].Cl[C:7]1[C:16]([C:17]#[N:18])=[C:15]([Cl:19])[C:14]2[C:9](=[CH:10][CH:11]=[CH:12][CH:13]=2)[N:8]=1. The catalyst class is: 15.